Dataset: Forward reaction prediction with 1.9M reactions from USPTO patents (1976-2016). Task: Predict the product of the given reaction. (1) The product is: [CH:2]([C:3]1[S:4][CH:5]=[C:6]2[C:11]=1[C:10](=[O:12])[N:9]([C:13]1[CH:18]=[C:17]([S:19]([N:22]3[C:31]4[C:26](=[CH:27][CH:28]=[CH:29][CH:30]=4)[CH2:25][CH2:24][CH2:23]3)(=[O:20])=[O:21])[CH:16]=[CH:15][C:14]=1[Cl:32])[C:8](=[O:33])[NH:7]2)=[O:1]. Given the reactants [OH:1][CH2:2][C:3]1[S:4][CH:5]=[C:6]2[C:11]=1[C:10](=[O:12])[N:9]([C:13]1[CH:18]=[C:17]([S:19]([N:22]3[C:31]4[C:26](=[CH:27][CH:28]=[CH:29][CH:30]=4)[CH2:25][CH2:24][CH2:23]3)(=[O:21])=[O:20])[CH:16]=[CH:15][C:14]=1[Cl:32])[C:8](=[O:33])[NH:7]2, predict the reaction product. (2) Given the reactants [O:1]1[CH2:6][CH2:5][CH2:4][NH:3][C:2]1=[O:7].[H-].[Na+].Br[CH2:11][C:12]([O:14][CH3:15])=[O:13], predict the reaction product. The product is: [O:7]=[C:2]1[N:3]([CH2:11][C:12]([O:14][CH3:15])=[O:13])[CH2:4][CH2:5][CH2:6][O:1]1. (3) Given the reactants [F:1][CH:2]([F:28])[C:3]1[CH:7]=[C:6]([CH:8]([F:10])[F:9])[N:5]([CH2:11][C:12]([N:14]2[CH2:19][CH2:18][CH:17]([C:20]3[S:21][CH:22]=[C:23]([CH:25]=[N:26][OH:27])[N:24]=3)[CH2:16][CH2:15]2)=[O:13])[N:4]=1.[CH:29]([C:31]1[CH:36]=[CH:35][C:34]([NH:37][C:38](=[O:44])[O:39][C:40]([CH3:43])([CH3:42])[CH3:41])=[CH:33][CH:32]=1)=[CH2:30].C(=O)([O-])O.[K+].ClN1C(=O)CCC1=O, predict the reaction product. The product is: [C:40]([O:39][C:38](=[O:44])[NH:37][C:34]1[CH:33]=[CH:32][C:31]([CH:29]2[O:27][N:26]=[C:25]([C:23]3[N:24]=[C:20]([CH:17]4[CH2:16][CH2:15][N:14]([C:12](=[O:13])[CH2:11][N:5]5[C:6]([CH:8]([F:9])[F:10])=[CH:7][C:3]([CH:2]([F:1])[F:28])=[N:4]5)[CH2:19][CH2:18]4)[S:21][CH:22]=3)[CH2:30]2)=[CH:36][CH:35]=1)([CH3:43])([CH3:42])[CH3:41]. (4) Given the reactants [F:1][C:2]([F:29])([F:28])[C:3]1[CH:4]=[C:5]([NH:13][C:14]([N:16]2[CH2:21][CH2:20][N:19]([C:22]3[C:26](Cl)=[N:25][S:24][N:23]=3)[CH2:18][CH2:17]2)=[O:15])[CH:6]=[C:7]([C:9]([F:12])([F:11])[F:10])[CH:8]=1.[CH3:30][N:31]([CH3:40])[C:32]1[CH:33]=[C:34]([CH2:38][OH:39])[CH:35]=[CH:36][CH:37]=1.C(C(CCC)[O-])(C)(C)C.[K+].C(O)(C)(C)C, predict the reaction product. The product is: [F:1][C:2]([F:29])([F:28])[C:3]1[CH:4]=[C:5]([NH:13][C:14]([N:16]2[CH2:21][CH2:20][N:19]([C:22]3[C:26]([O:39][CH2:38][C:34]4[CH:35]=[CH:36][CH:37]=[C:32]([N:31]([CH3:40])[CH3:30])[CH:33]=4)=[N:25][S:24][N:23]=3)[CH2:18][CH2:17]2)=[O:15])[CH:6]=[C:7]([C:9]([F:12])([F:11])[F:10])[CH:8]=1. (5) Given the reactants Br[C:2]1[N:3]=[C:4]2[C:10]([C:11](=[O:16])[C:12]([CH3:15])([CH3:14])[CH3:13])=[CH:9][N:8]([CH2:17][O:18][CH2:19][CH2:20][Si:21]([CH3:24])([CH3:23])[CH3:22])[C:5]2=[N:6][CH:7]=1.[CH3:25][NH:26][C:27]1[CH:32]=[CH:31][CH:30]=[CH:29][CH:28]=1.C1C=CC(P(C2C(C3C(P(C4C=CC=CC=4)C4C=CC=CC=4)=CC=C4C=3C=CC=C4)=C3C(C=CC=C3)=CC=2)C2C=CC=CC=2)=CC=1.C(=O)([O-])[O-].[Cs+].[Cs+], predict the reaction product. The product is: [CH3:13][C:12]([CH3:15])([CH3:14])[C:11]([C:10]1[C:4]2[C:5](=[N:6][CH:7]=[C:2]([N:26]([CH3:25])[C:27]3[CH:32]=[CH:31][CH:30]=[CH:29][CH:28]=3)[N:3]=2)[N:8]([CH2:17][O:18][CH2:19][CH2:20][Si:21]([CH3:24])([CH3:23])[CH3:22])[CH:9]=1)=[O:16]. (6) Given the reactants O[C@H:2]([CH3:40])[CH2:3][NH:4][C:5]([C:7]1[NH:8][C:9]([C:12]2[CH:17]=[C:16]([O:18][C:19]3[CH:24]=[N:23][C:22]([C:25]([N:27]4[CH2:32][CH2:31][N:30]([CH3:33])[CH2:29][CH2:28]4)=[O:26])=[CH:21]N=3)[CH:15]=[C:14]([O:34][C@@H:35]([CH3:39])[CH2:36][O:37][CH3:38])[CH:13]=2)=[CH:10][CH:11]=1)=[O:6].CS(O)(=O)=O.C(N(CC)CC)C.[Cl-].[NH4+:54], predict the reaction product. The product is: [CH3:38][O:37][CH2:36][C@H:35]([CH3:39])[O:34][C:14]1[CH:15]=[C:16]([CH:17]=[C:12]([C:9]2[NH:8][C:7]([C:5]3[O:6][C@@H:2]([CH3:40])[CH2:3][N:4]=3)=[CH:11][CH:10]=2)[CH:13]=1)[O:18][C:19]1[CH:24]=[N:23][C:22]([C:25]([N:27]2[CH2:28][CH2:29][N:30]([CH3:33])[CH2:31][CH2:32]2)=[O:26])=[CH:21][N:54]=1. (7) Given the reactants C([O:8][C:9]1[N:14]=[C:13]([C:15]2[S:16][C:17]3[CH:25]=[CH:24][CH:23]=[CH:22][C:18]=3[C:19](=[O:21])[N:20]=2)[CH:12]=[CH:11][CH:10]=1)C1C=CC=CC=1, predict the reaction product. The product is: [O:8]=[C:9]1[NH:14][C:13]([C:15]2[S:16][C:17]3[CH:25]=[CH:24][CH:23]=[CH:22][C:18]=3[C:19](=[O:21])[N:20]=2)=[CH:12][CH:11]=[CH:10]1. (8) Given the reactants [H-].[Al+3].[Li+].[H-].[H-].[H-].[C:7]1([CH2:13][O:14][C:15]2[C:25]3[O:24][CH2:23][CH2:22][NH:21][C:20](=O)[C:19]=3[CH:18]=[CH:17][CH:16]=2)[CH:12]=[CH:11][CH:10]=[CH:9][CH:8]=1, predict the reaction product. The product is: [C:7]1([CH2:13][O:14][C:15]2[C:25]3[O:24][CH2:23][CH2:22][NH:21][CH2:20][C:19]=3[CH:18]=[CH:17][CH:16]=2)[CH:12]=[CH:11][CH:10]=[CH:9][CH:8]=1. (9) Given the reactants [F:1][C:2]1[C:7]([O:8][CH2:9][CH2:10][O:11][CH3:12])=[CH:6][N:5]=[C:4]2[NH:13][CH:14]=[CH:15][C:3]=12.[N+:16]([O-])([OH:18])=[O:17], predict the reaction product. The product is: [F:1][C:2]1[C:7]([O:8][CH2:9][CH2:10][O:11][CH3:12])=[CH:6][N:5]=[C:4]2[NH:13][CH:14]=[C:15]([N+:16]([O-:18])=[O:17])[C:3]=12.